This data is from Experimentally validated miRNA-target interactions with 360,000+ pairs, plus equal number of negative samples. The task is: Binary Classification. Given a miRNA mature sequence and a target amino acid sequence, predict their likelihood of interaction. (1) The miRNA is mmu-miR-7b-5p with sequence UGGAAGACUUGUGAUUUUGUUGUU. The protein sequence of the target gene is MKGFKLSCTASNSNRSTPACSPILRKRSRSPTPQNQDGDTMVEKGSDHSSDKSPSTPEQGVQRSCSSQSGRSGGKNSKKSQSWYNVLSPTYKQRNEDFRKLFKQLPDTERLIVDYSCALQRDILLQGRLYLSENWICFYSNIFRWETLLTVRLKDICSMTKEKTARLIPNAIQVCTDSEKHFFTSFGARDRTYMMMFRLWQNALLEKPLCPKELWHFVHQCYGNELGLTSDDEDYVPPDDDFNTMGYCEEIPIEENEVNDSSSKSSIETKPDASPQLPKKSITNSTLTSTGSSEAPVSFD.... Result: 1 (interaction). (2) The miRNA is hsa-miR-4295 with sequence CAGUGCAAUGUUUUCCUU. The protein sequence of the target gene is MTTKRSLFVRLVPCRCLRGEEETVTTLDYSHCSLEQVPKEIFTFEKTLEELYLDANQIEELPKQLFNCQSLHKLSLPDNDLTTLPASIANLINLRELDVSKNGIQEFPENIKNCKVLTIVEASVNPISKLPDGFSQLLNLTQLYLNDAFLEFLPANFGRLTKLQILELRENQLKMLPKTMNRLTQLERLDLGSNEFTEVPEVLEQLSGLKEFWMDANRLTFIPGFIGSLKQLTYLDVSKNNIEMVEEGISTCENLQDLLLSSNSLQQLPETIGSLKNITTLKIDENQLMYLPDSIGGLIS.... Result: 1 (interaction). (3) The miRNA is hsa-miR-6888-3p with sequence AUCUGUCUCGAUUGUUUCCAG. The protein sequence of the target gene is MHWGVGFASSRPCVVDLSWNQSISFFGWWAGSEEPFSFYGDIIAFPLQDYGGIMAGLGSDPWWKKTLYLTGGALLAAAAYLLHELLVIRKQQEIDSKDAIILHQFARPNNGVPSLSPFCLKMETYLRMADLPYQNYFGGKLSAQGKMPWIEYNHEKVSGTEFIIDFLEEKLGVNLNKNLGPHERAISRAVTKMVEEHFYWTLAYCQWVDNLNETRKMLSLSGGGPFSNLLRWVVCHITKGIVKREMHGHGIGRFSEEEIYMLMEKDMRSLAGLLGDKKYIMGPKLSTLDATVFGHLAQAM.... Result: 1 (interaction).